This data is from Forward reaction prediction with 1.9M reactions from USPTO patents (1976-2016). The task is: Predict the product of the given reaction. (1) Given the reactants [NH2:1][C:2]1[C:7]([C:8]([C:10]2[CH:15]=[C:14]([F:16])[CH:13]=[CH:12][C:11]=2[O:17][CH3:18])=[O:9])=[CH:6][N:5]=[C:4]([NH:19][CH:20]2[CH2:25][CH2:24][N:23]([S:26]([CH2:29][CH2:30][CH2:31]Cl)(=[O:28])=[O:27])[CH2:22][CH2:21]2)[N:3]=1.[NH2:33][C@@H:34]([CH2:37][CH3:38])[CH2:35][OH:36], predict the reaction product. The product is: [NH2:1][C:2]1[C:7]([C:8]([C:10]2[CH:15]=[C:14]([F:16])[CH:13]=[CH:12][C:11]=2[O:17][CH3:18])=[O:9])=[CH:6][N:5]=[C:4]([NH:19][CH:20]2[CH2:25][CH2:24][N:23]([S:26]([CH2:29][CH2:30][CH2:31][NH:33][C@H:34]([CH2:35][OH:36])[CH2:37][CH3:38])(=[O:28])=[O:27])[CH2:22][CH2:21]2)[N:3]=1. (2) Given the reactants [F:1][CH:2]([F:22])[C:3]1[N:7]([C:8]2[N:13]=[C:12](Cl)[CH:11]=[C:10]([Cl:15])[N:9]=2)[C:6]2[CH:16]=[CH:17][CH:18]=[C:19]([O:20][CH3:21])[C:5]=2[N:4]=1.[CH3:23][C@H:24]1[O:29][C@@H:28]([CH3:30])[CH2:27][NH:26][CH2:25]1.C(=O)([O-])[O-].[K+].[K+].O, predict the reaction product. The product is: [Cl:15][C:10]1[CH:11]=[C:12]([N:26]2[CH2:25][C@@H:24]([CH3:23])[O:29][C@@H:28]([CH3:30])[CH2:27]2)[N:13]=[C:8]([N:7]2[C:6]3[CH:16]=[CH:17][CH:18]=[C:19]([O:20][CH3:21])[C:5]=3[N:4]=[C:3]2[CH:2]([F:22])[F:1])[N:9]=1. (3) Given the reactants [CH2:1]([CH:8]1[NH:15][CH2:14][C:13]2[CH:16]=[CH:17][CH:18]=[CH:19][C:12]=2[CH2:11][CH2:10][CH2:9]1)[C:2]1[CH:7]=[CH:6][CH:5]=[CH:4][CH:3]=1.CCN(CC)CC.[N:27]1[C:36]2[C:31](=[CH:32][CH:33]=[CH:34][C:35]=2[S:37](Cl)(=[O:39])=[O:38])[CH:30]=[CH:29][CH:28]=1, predict the reaction product. The product is: [CH2:1]([CH:8]1[N:15]([S:37]([C:35]2[CH:34]=[CH:33][CH:32]=[C:31]3[C:36]=2[N:27]=[CH:28][CH:29]=[CH:30]3)(=[O:38])=[O:39])[CH2:14][C:13]2[CH:16]=[CH:17][CH:18]=[CH:19][C:12]=2[CH2:11][CH2:10][CH2:9]1)[C:2]1[CH:3]=[CH:4][CH:5]=[CH:6][CH:7]=1. (4) Given the reactants Cl.Cl.[NH2:3][CH2:4][C:5]1[N:14]=[C:13]([N:15]([C:17]2[CH:22]=[CH:21][C:20]([O:23][CH3:24])=[CH:19][CH:18]=2)[CH3:16])[C:12]2[C:7](=[CH:8][CH:9]=[C:10]([F:25])[CH:11]=2)[N:6]=1.CCN(CC)CC.Cl[C:34]([O:36][C:37]1[CH:42]=[CH:41][CH:40]=[CH:39][CH:38]=1)=[O:35], predict the reaction product. The product is: [C:37]1([O:36][C:34](=[O:35])[NH:3][CH2:4][C:5]2[N:14]=[C:13]([N:15]([C:17]3[CH:22]=[CH:21][C:20]([O:23][CH3:24])=[CH:19][CH:18]=3)[CH3:16])[C:12]3[C:7](=[CH:8][CH:9]=[C:10]([F:25])[CH:11]=3)[N:6]=2)[CH:42]=[CH:41][CH:40]=[CH:39][CH:38]=1. (5) Given the reactants Cl[C:2]1[C:7]([CH2:8][CH3:9])=[N:6][C:5]([C:10]2[CH:15]=[CH:14][C:13]([O:16][CH3:17])=[CH:12][C:11]=2[O:18][CH3:19])=[C:4]([CH2:20][CH3:21])[N:3]=1.[CH3:22][O:23][C:24]1[CH:29]=[CH:28][C:27]([F:30])=[CH:26][C:25]=1B(O)O.C([O-])([O-])=O.[Na+].[Na+], predict the reaction product. The product is: [CH3:19][O:18][C:11]1[CH:12]=[C:13]([O:16][CH3:17])[CH:14]=[CH:15][C:10]=1[C:5]1[C:4]([CH2:20][CH3:21])=[N:3][C:2]([C:29]2[CH:28]=[C:27]([F:30])[CH:26]=[CH:25][C:24]=2[O:23][CH3:22])=[C:7]([CH2:8][CH3:9])[N:6]=1. (6) The product is: [CH2:29]([S:6][C:7]1[N:8]([C:17]2[CH:18]=[CH:19][C:20]([O:23][C:24]([F:27])([F:26])[F:25])=[CH:21][CH:22]=2)[C:9](=[O:16])[C:10]2[CH:15]=[CH:14][NH:13][C:11]=2[N:12]=1)[CH3:30]. Given the reactants C(=O)([O-])O.[Na+].[S:6]=[C:7]1[NH:12][C:11]2[NH:13][CH:14]=[CH:15][C:10]=2[C:9](=[O:16])[N:8]1[C:17]1[CH:22]=[CH:21][C:20]([O:23][C:24]([F:27])([F:26])[F:25])=[CH:19][CH:18]=1.I[CH2:29][CH3:30], predict the reaction product.